From a dataset of Forward reaction prediction with 1.9M reactions from USPTO patents (1976-2016). Predict the product of the given reaction. Given the reactants [F:1][C:2]1[CH:9]=[CH:8][CH:7]=[CH:6][C:3]=1[CH:4]=O.[CH3:10][C:11]([C:13]1[CH:18]=[CH:17][C:16]([O:19][CH3:20])=[C:15]([O:21][CH3:22])[C:14]=1[O:23][CH3:24])=[O:12], predict the reaction product. The product is: [F:1][C:2]1[CH:9]=[CH:8][CH:7]=[CH:6][C:3]=1[CH:4]=[CH:10][C:11]([C:13]1[CH:18]=[CH:17][C:16]([O:19][CH3:20])=[C:15]([O:21][CH3:22])[C:14]=1[O:23][CH3:24])=[O:12].